From a dataset of Full USPTO retrosynthesis dataset with 1.9M reactions from patents (1976-2016). Predict the reactants needed to synthesize the given product. (1) Given the product [Cl:1][C:2]1[C:3]([NH2:9])=[C:4]([NH2:5])[CH:6]=[CH:7][CH:8]=1, predict the reactants needed to synthesize it. The reactants are: [Cl:1][C:2]1[C:3]([N+:9]([O-])=O)=[C:4]([CH:6]=[CH:7][CH:8]=1)[NH2:5].O.O.[Sn](Cl)Cl.[OH-].[Na+]. (2) The reactants are: [CH3:1][Mg]Br.[CH3:4][C@:5]1([CH:16]=[O:17])[CH2:7][C@H:6]1[C@H:8]([C:10]1[CH:15]=[CH:14][CH:13]=[CH:12][CH:11]=1)[CH3:9].S(=O)(=O)(O)O. Given the product [CH3:4][C@:5]1([C@H:16]([OH:17])[CH3:1])[CH2:7][C@H:6]1[C@H:8]([C:10]1[CH:11]=[CH:12][CH:13]=[CH:14][CH:15]=1)[CH3:9], predict the reactants needed to synthesize it.